This data is from Full USPTO retrosynthesis dataset with 1.9M reactions from patents (1976-2016). The task is: Predict the reactants needed to synthesize the given product. Given the product [CH3:41][O:40][C:16]1[CH:17]=[C:18]([C:21]2[S:25][C:24]3=[N:26][CH:27]=[C:28]([C:29]4[CH:34]=[C:33]([C:35]([F:37])([F:36])[F:38])[C:32]([NH2:39])=[N:31][CH:30]=4)[N:23]3[N:22]=2)[CH:19]=[CH:20][C:15]=1[O:14][CH:11]1[CH2:10][CH2:9][NH:8][CH2:13][CH2:12]1.[ClH:42], predict the reactants needed to synthesize it. The reactants are: C(OC([N:8]1[CH2:13][CH2:12][CH:11]([O:14][C:15]2[CH:20]=[CH:19][C:18]([C:21]3[S:25][C:24]4=[N:26][CH:27]=[C:28]([C:29]5[CH:30]=[N:31][C:32]([NH2:39])=[C:33]([C:35]([F:38])([F:37])[F:36])[CH:34]=5)[N:23]4[N:22]=3)=[CH:17][C:16]=2[O:40][CH3:41])[CH2:10][CH2:9]1)=O)(C)(C)C.[ClH:42].O1CCOCC1.